Binary Classification. Given a T-cell receptor sequence (or CDR3 region) and an epitope sequence, predict whether binding occurs between them. From a dataset of TCR-epitope binding with 47,182 pairs between 192 epitopes and 23,139 TCRs. (1) The epitope is NYSGVVTTVMF. The TCR CDR3 sequence is CASSLGTTEAFF. Result: 0 (the TCR does not bind to the epitope). (2) The epitope is LLMPILTLT. The TCR CDR3 sequence is CATLGDMDSPVEQFF. Result: 0 (the TCR does not bind to the epitope). (3) The epitope is GTITSGWTF. The TCR CDR3 sequence is CASSQGDGELFF. Result: 1 (the TCR binds to the epitope). (4) The epitope is FVDGVPFVV. The TCR CDR3 sequence is CASSLGGNPYYEQYF. Result: 1 (the TCR binds to the epitope). (5) The epitope is FLNRFTTTL. The TCR CDR3 sequence is CASSLGLAGGKETQYF. Result: 0 (the TCR does not bind to the epitope). (6) The epitope is AYILFTRFFYV. The TCR CDR3 sequence is CASSYELAGYEQYF. Result: 1 (the TCR binds to the epitope).